From a dataset of Aqueous solubility values for 9,982 compounds from the AqSolDB database. Regression/Classification. Given a drug SMILES string, predict its absorption, distribution, metabolism, or excretion properties. Task type varies by dataset: regression for continuous measurements (e.g., permeability, clearance, half-life) or binary classification for categorical outcomes (e.g., BBB penetration, CYP inhibition). For this dataset (solubility_aqsoldb), we predict Y. The molecule is CC12C=CC(=O)C=C1CCC1C2C(=O)CC2(C)C1CCC2(O)C(=O)CO. The Y is -3.48 log mol/L.